The task is: Predict the reaction yield, written as a fraction of the theoretical maximum amount of product (1.0 means a 100% yield; for example, 0.34 means a 34% yield).. This data is from Reaction yield outcomes from USPTO patents with 853,638 reactions. (1) The reactants are [C:1](Cl)([C:14]1[CH:19]=[CH:18][CH:17]=[CH:16][CH:15]=1)([C:8]1[CH:13]=[CH:12][CH:11]=[CH:10][CH:9]=1)[C:2]1[CH:7]=[CH:6][CH:5]=[CH:4][CH:3]=1.[Br:21][C:22]1[CH:23]=[C:24]2[C:28](=[CH:29][CH:30]=1)[CH2:27][NH:26][CH2:25]2.C(N(CC)CC)C. The catalyst is ClCCl. The product is [Br:21][C:22]1[CH:23]=[C:24]2[C:28](=[CH:29][CH:30]=1)[CH2:27][N:26]([C:1]([C:14]1[CH:19]=[CH:18][CH:17]=[CH:16][CH:15]=1)([C:8]1[CH:13]=[CH:12][CH:11]=[CH:10][CH:9]=1)[C:2]1[CH:7]=[CH:6][CH:5]=[CH:4][CH:3]=1)[CH2:25]2. The yield is 0.850. (2) The reactants are N#N.[Cl:3][C:4]1[CH:17]=[CH:16][C:7]2[N:8]([CH3:15])[C:9](=[O:14])[CH2:10][NH:11][C:12](=O)[C:6]=2[CH:5]=1.O=P(Cl)(Cl)[Cl:20]. The catalyst is C1(C)C=CC=CC=1. The product is [Cl:20][C:12]1[C:6]2[CH:5]=[C:4]([Cl:3])[CH:17]=[CH:16][C:7]=2[N:8]([CH3:15])[C:9](=[O:14])[CH2:10][N:11]=1. The yield is 0.875. (3) The reactants are [Br:1][C:2]1[CH:3]=[N:4][C:5]([CH2:8][CH2:9][NH:10]C(=O)OC(C)(C)C)=[N:6][CH:7]=1.FC(F)(F)C(O)=O.C(=O)(O)[O-].[Na+]. The catalyst is ClCCl. The product is [Br:1][C:2]1[CH:3]=[N:4][C:5]([CH2:8][CH2:9][NH2:10])=[N:6][CH:7]=1. The yield is 0.800. (4) The reactants are Br[C:2]1[CH:20]=[CH:19][C:5]2[N:6]=[C:7]([C@H:9]3[CH2:12][C@H:11]([N:13]4[CH2:18][CH2:17][CH2:16][CH2:15][CH2:14]4)[CH2:10]3)[S:8][C:4]=2[CH:3]=1.CC1(C)C(C)(C)OB([C:29]2[CH:30]=[N:31][N:32]([C:34]([C:47]3[CH:52]=[CH:51][CH:50]=[CH:49][CH:48]=3)([C:41]3[CH:46]=[CH:45][CH:44]=[CH:43][CH:42]=3)[C:35]3[CH:40]=[CH:39][CH:38]=[CH:37][CH:36]=3)[CH:33]=2)O1.C(=O)([O-])[O-].[Na+].[Na+]. The catalyst is Cl[Pd](Cl)([P](C1C=CC=CC=1)(C1C=CC=CC=1)C1C=CC=CC=1)[P](C1C=CC=CC=1)(C1C=CC=CC=1)C1C=CC=CC=1.C1(P(C2CCCCC2)C2C=CC=CC=2C2C=CC=CC=2)CCCCC1.C(O)C.O1CCOCC1. The product is [N:13]1([C@H:11]2[CH2:12][C@H:9]([C:7]3[S:8][C:4]4[CH:3]=[C:2]([C:29]5[CH:30]=[N:31][N:32]([C:34]([C:41]6[CH:46]=[CH:45][CH:44]=[CH:43][CH:42]=6)([C:35]6[CH:36]=[CH:37][CH:38]=[CH:39][CH:40]=6)[C:47]6[CH:52]=[CH:51][CH:50]=[CH:49][CH:48]=6)[CH:33]=5)[CH:20]=[CH:19][C:5]=4[N:6]=3)[CH2:10]2)[CH2:18][CH2:17][CH2:16][CH2:15][CH2:14]1. The yield is 0.700. (5) The reactants are [C:1]1([C:7]2[N:11]3[N:12]=[C:13](Br)[CH:14]=[C:15]([O:16][CH3:17])[C:10]3=[N:9][C:8]=2[C:19]2[CH:24]=[CH:23][C:22]([C:25]3([NH:29][C:30](=[O:36])[O:31][C:32]([CH3:35])([CH3:34])[CH3:33])[CH2:28][CH2:27][CH2:26]3)=[CH:21][CH:20]=2)[CH:6]=[CH:5][CH:4]=[CH:3][CH:2]=1.C1[CH2:41][O:40][CH2:39]C1.C(N(CC)CC)C.C[OH:50]. The catalyst is C1C=CC(P(C2C=CC=CC=2)[C-]2C=CC=C2)=CC=1.C1C=CC(P(C2C=CC=CC=2)[C-]2C=CC=C2)=CC=1.Cl[Pd]Cl.[Fe+2]. The product is [C:32]([O:31][C:30]([NH:29][C:25]1([C:22]2[CH:23]=[CH:24][C:19]([C:8]3[N:9]=[C:10]4[C:15]([O:16][CH3:17])=[CH:14][C:13]([C:39]([O:40][CH3:41])=[O:50])=[N:12][N:11]4[C:7]=3[C:1]3[CH:6]=[CH:5][CH:4]=[CH:3][CH:2]=3)=[CH:20][CH:21]=2)[CH2:28][CH2:27][CH2:26]1)=[O:36])([CH3:34])([CH3:35])[CH3:33]. The yield is 0.850.